Dataset: M1 muscarinic receptor antagonist screen with 61,756 compounds. Task: Binary Classification. Given a drug SMILES string, predict its activity (active/inactive) in a high-throughput screening assay against a specified biological target. (1) The compound is s1c(NC(=O)CCCC(O)=O)c(c(c1C)C)C(OC)=O. The result is 0 (inactive). (2) The compound is O1CCN(CC1)c1nc(n2nc(cc2C)C)ncc1C(OCC)=O. The result is 0 (inactive). (3) The drug is o1c(c(c2c1ccc(NC(=O)C)c2)c1oc(cc1)C)CCC(=O)C. The result is 0 (inactive).